The task is: Predict the product of the given reaction.. This data is from Forward reaction prediction with 1.9M reactions from USPTO patents (1976-2016). (1) The product is: [OH:18][CH2:19][CH:20]([O:25][CH3:26])[C:21]([NH:23][CH3:24])=[O:22]. Given the reactants [Si]([O:18][CH2:19][CH:20]([O:25][CH3:26])[C:21]([NH:23][CH3:24])=[O:22])(C(C)(C)C)(C1C=CC=CC=1)C1C=CC=CC=1.[F-].C([N+](CCCC)(CCCC)CCCC)CCC, predict the reaction product. (2) Given the reactants [C:1]12([CH2:11][NH:12][C:13](=[O:22])[C:14]3[C:19]([Cl:20])=[CH:18][N:17]=[C:16](Br)[CH:15]=3)[CH2:10][CH:5]3[CH2:6][CH:7]([CH2:9][CH:3]([CH2:4]3)[CH2:2]1)[CH2:8]2.[CH2:23]([OH:26])[C:24]#[CH:25], predict the reaction product. The product is: [C:1]12([CH2:11][NH:12][C:13](=[O:22])[C:14]3[C:19]([Cl:20])=[CH:18][N:17]=[C:16]([C:25]#[C:24][CH2:23][OH:26])[CH:15]=3)[CH2:10][CH:5]3[CH2:6][CH:7]([CH2:9][CH:3]([CH2:4]3)[CH2:2]1)[CH2:8]2. (3) Given the reactants C([O:8][C:9]([C:11]1[S:12][C:13]([CH:16]=[CH:17][C:18]([O:20][C:21]([CH3:24])([CH3:23])[CH3:22])=[O:19])=[CH:14][CH:15]=1)=[O:10])C1C=CC=CC=1, predict the reaction product. The product is: [C:21]([O:20][C:18]([CH2:17][CH2:16][C:13]1[S:12][C:11]([C:9]([OH:10])=[O:8])=[CH:15][CH:14]=1)=[O:19])([CH3:24])([CH3:22])[CH3:23]. (4) Given the reactants [Cl:1][C:2]1[CH:7]=[CH:6][C:5](/[CH:8]=[CH:9]/[CH2:10][N:11]2[CH2:16][CH2:15][N:14]([C:17]3[CH:22]=[C:21]([F:23])[CH:20]=[CH:19][C:18]=3[NH2:24])[CH2:13][CH2:12]2)=[CH:4][CH:3]=1.Cl[CH2:26][CH2:27][N:28]=[C:29]=[O:30].[H-].[Na+], predict the reaction product. The product is: [Cl:1][C:2]1[CH:7]=[CH:6][C:5](/[CH:8]=[CH:9]/[CH2:10][N:11]2[CH2:12][CH2:13][N:14]([C:17]3[CH:22]=[C:21]([F:23])[CH:20]=[CH:19][C:18]=3[N:24]3[CH2:26][CH2:27][NH:28][C:29]3=[O:30])[CH2:15][CH2:16]2)=[CH:4][CH:3]=1. (5) Given the reactants [N:1]1([CH2:7][CH2:8][N:9]2[C:13]3[CH:14]=[CH:15][CH:16]=[CH:17][C:12]=3[N:11]([C:18]([NH:20][C@H:21]([C:26]([OH:28])=[O:27])[C:22]([CH3:25])([CH3:24])[CH3:23])=[O:19])[C:10]2=[O:29])[CH2:6][CH2:5][O:4][CH2:3][CH2:2]1.Cl.N[C@H](C(OC)=O)C(C)(C)C.O[NH:42][C:43](=[NH:45])[CH3:44].C(N(CC)CC)C.C1C=CC2N(O)N=NC=2C=1.CCN=C=NCCCN(C)C, predict the reaction product. The product is: [NH2:45][C:43](=[N:42][O:27][C:26]([C@@H:21]([NH:20][C:18]([N:11]1[C:12]2[CH:17]=[CH:16][CH:15]=[CH:14][C:13]=2[N:9]([CH2:8][CH2:7][N:1]2[CH2:6][CH2:5][O:4][CH2:3][CH2:2]2)[C:10]1=[O:29])=[O:19])[C:22]([CH3:23])([CH3:24])[CH3:25])=[O:28])[CH3:44]. (6) Given the reactants [S:1]1[CH:5]=[CH:4][C:3]2[C:6]([N:10]3[CH2:15][CH2:14][N:13]([CH2:16][CH2:17][CH2:18][CH2:19][CH2:20][N:21]4[C:30]5[C:25](=[CH:26][CH:27]=[CH:28][CH:29]=5)[CH:24]=[CH:23][C:22]4=[O:31])[CH2:12][CH2:11]3)=[CH:7][CH:8]=[CH:9][C:2]1=2.[Cl:32]CCCCCN1C2C(=CC=CC=2)C=CC1=O.C(O)C.Cl, predict the reaction product. The product is: [ClH:32].[S:1]1[CH:5]=[CH:4][C:3]2[C:6]([N:10]3[CH2:15][CH2:14][N:13]([CH2:16][CH2:17][CH2:18][CH2:19][CH2:20][N:21]4[C:30]5[C:25](=[CH:26][CH:27]=[CH:28][CH:29]=5)[CH:24]=[CH:23][C:22]4=[O:31])[CH2:12][CH2:11]3)=[CH:7][CH:8]=[CH:9][C:2]1=2. (7) Given the reactants [Br:1][C:2]1[N:7]=[C:6]([NH:8][CH2:9][CH:10]2[CH2:15][CH2:14][O:13][CH2:12][CH2:11]2)[CH:5]=[CH:4][CH:3]=1.[Cl:16]N1C(=O)CCC1=O, predict the reaction product. The product is: [Br:1][C:2]1[N:7]=[C:6]([NH:8][CH2:9][CH:10]2[CH2:15][CH2:14][O:13][CH2:12][CH2:11]2)[C:5]([Cl:16])=[CH:4][CH:3]=1.[Br:1][C:2]1[N:7]=[C:6]([NH:8][CH2:9][CH:10]2[CH2:15][CH2:14][O:13][CH2:12][CH2:11]2)[CH:5]=[CH:4][C:3]=1[Cl:16]. (8) Given the reactants [OH:1][N:2]=[C:3]([C:5]1[C:9]([NH:10][CH2:11][CH2:12][O:13][CH3:14])=[N:8][O:7][N:6]=1)N.[ClH:15].[Cl-].[Na+].N([O-])=O.[Na+], predict the reaction product. The product is: [OH:1][N:2]=[C:3]([Cl:15])[C:5]1[C:9]([NH:10][CH2:11][CH2:12][O:13][CH3:14])=[N:8][O:7][N:6]=1. (9) Given the reactants [Cl:1][C:2]1[C:11]2[C:6](=[CH:7][C:8]([O:14][CH2:15][CH2:16][Cl:17])=[C:9]([O:12][CH3:13])[CH:10]=2)[N:5]=[CH:4][C:3]=1[C:18]#[N:19].[Cl:20][C:21]1[CH:22]=[C:23]([NH2:34])[CH:24]=[CH:25][C:26]=1[S:27][C:28]1[N:29]([CH3:33])[CH:30]=[CH:31][N:32]=1, predict the reaction product. The product is: [ClH:1].[N:5]1[CH:6]=[CH:11][CH:2]=[CH:3][CH:4]=1.[Cl:17][CH2:16][CH2:15][O:14][C:8]1[CH:7]=[C:6]2[C:11]([C:2]([NH:34][C:23]3[CH:24]=[CH:25][C:26]([S:27][C:28]4[N:29]([CH3:33])[CH:30]=[CH:31][N:32]=4)=[C:21]([Cl:20])[CH:22]=3)=[C:3]([C:18]#[N:19])[CH:4]=[N:5]2)=[CH:10][C:9]=1[O:12][CH3:13].